Dataset: Forward reaction prediction with 1.9M reactions from USPTO patents (1976-2016). Task: Predict the product of the given reaction. Given the reactants [C:1]([NH:8][CH2:9][C:10]([OH:12])=O)([O:3][C:4]([CH3:7])([CH3:6])[CH3:5])=[O:2].[CH2:13]1[CH2:18][CH2:17][CH:16]([N:19]=C=[N:19][CH:16]2[CH2:17][CH2:18][CH2:13][CH2:14][CH2:15]2)[CH2:15][CH2:14]1.NC1C=CC=CC=1, predict the reaction product. The product is: [C:16]1([NH:19][C:10]([CH2:9][NH:8][C:1](=[O:2])[O:3][C:4]([CH3:5])([CH3:6])[CH3:7])=[O:12])[CH:17]=[CH:18][CH:13]=[CH:14][CH:15]=1.